Dataset: Forward reaction prediction with 1.9M reactions from USPTO patents (1976-2016). Task: Predict the product of the given reaction. Given the reactants [NH2:1][C:2]1[CH:7]=[C:6]([CH2:8]O)[CH:5]=[CH:4][N:3]=1.[BrH:10], predict the reaction product. The product is: [BrH:10].[NH2:1][C:2]1[CH:7]=[C:6]([CH2:8][Br:10])[CH:5]=[CH:4][N:3]=1.